From a dataset of Experimentally validated miRNA-target interactions with 360,000+ pairs, plus equal number of negative samples. Binary Classification. Given a miRNA mature sequence and a target amino acid sequence, predict their likelihood of interaction. (1) The miRNA is mmu-miR-299a-5p with sequence UGGUUUACCGUCCCACAUACAU. The protein sequence of the target gene is MRPVSPLQLLLVLSLAPQPVLGSPKQYFLKYILEPPPCRSEPGACNMFCTQQEECPEPLQCCSAYCGIVCTSNQAPVLGLS. Result: 0 (no interaction). (2) The miRNA is mmu-miR-466o-3p with sequence UACAUACAUGCACACAUAAGAC. The protein sequence of the target gene is MLSRLGALLQEAVGAREPSIDLLQAFVEHWKGITHYYIESTDENTPAKKTDIPWRLKQMLDILVYEEKQQASSGEAGPCLEYLLQHKILETLCTLGKAEYPPGMRQQVFQFFSKVLSQVQHPLLHYLSVHRPVQKLLRLGGTVPGSLTEKEEVQFTSVLCSKIQQDPELLAYILEGKKIIGKKKTARESTAPPKDIAGYRDKDCPHSDALNRDPGLDKEHCGVPALSIHLPAETEGPENGPGESNLITSLLGLCKSKKSRLALKAQENILLLVSVASPAAATYLTQSTSCCMAIAEHLCQ.... Result: 1 (interaction). (3) The miRNA is cel-miR-229-5p with sequence AAUGACACUGGUUAUCUUUUCCAUCG. The protein sequence of the target gene is MAAEQVEDYCISFVEMKFINNTLYFVAENDEDLESDHFGKLEPKLSIIRNLNDQVLFINQGNQPVFEDMPDSDCSDNAPQTIFIIYMYKDSLTRGLAVTISVQCKKMSTLSCENKIVSFKEMNPPDNIDNEESDIIFFQRSVPGHDDKIQFESSLYKGYFLACKKENDLFKLILKKQDDNRDKSVMFTVQNQN. Result: 0 (no interaction). (4) The miRNA is hsa-let-7f-1-3p with sequence CUAUACAAUCUAUUGCCUUCCC. The protein sequence of the target gene is MQEQEIGFISKYNEGLCVNTDPVSILTSILDMSLHRQMGSDRDLQSSASSVSLPSVKKAPKKRRISIGSLFRRKKDNKRKSRELNGGVDGIASIESIHSEMCTDKNSIFSTNTSSDNGLTSISKQIGDFIECPLCLLRHSKDRFPDIMTCHHRSCVDCLRQYLRIEISESRVNISCPECTERFNPHDIRLILSDDVLMEKYEEFMLRRWLVADPDCRWCPAPDCGYAVIAFGCASCPKLTCGREGCGTEFCYHCKQIWHPNQTCDAARQERAQSLRLRTIRSSSISYSQESGAAADDIKP.... Result: 0 (no interaction). (5) The miRNA is hsa-miR-4279 with sequence CUCUCCUCCCGGCUUC. The protein sequence of the target gene is MWHLKLCAVLMIFLLLLGQIDGSPIPEVSSAKRRPRRMTPFWRGVSLRPIGASCRDDSECITRLCRKRRCSLSVAQE. Result: 1 (interaction). (6) The miRNA is hsa-miR-635 with sequence ACUUGGGCACUGAAACAAUGUCC. The protein sequence of the target gene is MATRRFSCLLLSTSEIDLSVKRRI. Result: 1 (interaction). (7) The miRNA is mmu-miR-5104 with sequence CUGUGCUAGUGAGGUGGCUCAGCA. The protein sequence of the target gene is MGAVLRSLLACSFCVLLRAAPLLLYANRRDLRLVDATNGKENATIVVGGLEDAAAVDFVFGHGLIYWSDVSEEAIKRTEFNKSESVQNVVVSGLLSPDGLACDWLGEKLYWTDSETNRIEVSNLDGSLRKVLFWQELDQPRAIALDPSSGFMYWTDWGEVPKIERAGMDGSSRFVIINTEIYWPNGLTLDYQERKLYWADAKLNFIHKSNLDGTNRQAVVKGSLPHPFALTLFEDTLYWTDWNTHSILACNKYTGEGLREIHSNIFSPMDIHAFSQQRQPNATNPCGIDNGGCSHLCLMS.... Result: 0 (no interaction). (8) The miRNA is hsa-miR-5695 with sequence ACUCCAAGAAGAAUCUAGACAG. The protein sequence of the target gene is MGRKSSKAKEKKQKRLEERAAMDAVCAKVDAANRLGDPLEAFPVFKKYDRNGLNVSIECKRVSGLEPATVDWAFDLTKTNMQTMYEQSEWGWKDREKREEMTDDRAWYLIAWENSSIPVAFSHFRFDVECGDEVLYCYEVQLESKVRRKGLGKFLIQILQLMANSTQMKKVMLTVFKHNHGAYQFFREALQFEIDDSSPSMSGCCGEDCSYEILSRRTKFGDSQHSHTGGHCGGCCH. Result: 0 (no interaction).